Dataset: Full USPTO retrosynthesis dataset with 1.9M reactions from patents (1976-2016). Task: Predict the reactants needed to synthesize the given product. (1) The reactants are: [Cl:1][C:2]1[CH:7]=[CH:6][CH:5]=[C:4]([Cl:8])[C:3]=1[NH:9][C:10](=[O:19])[CH2:11][CH2:12][CH2:13][C:14]([O:16][CH2:17][CH3:18])=[O:15].C[Si]([N-][Si](C)(C)C)(C)C.[Li+].Cl.[C:31](OCC)(=[O:33])C. Given the product [Cl:1][C:2]1[CH:7]=[CH:6][CH:5]=[C:4]([Cl:8])[C:3]=1[N:9]1[C:10](=[O:19])[CH2:11][CH2:12][CH:13]([C:14]([O:16][CH2:17][CH3:18])=[O:15])[CH:31]1[OH:33], predict the reactants needed to synthesize it. (2) The reactants are: [O:1]1[CH:5]=[CH:4][CH:3]=[C:2]1[C:6]1[N:11]=[C:10](S(C)(=O)=O)[N:9]=[C:8]([NH2:16])[CH:7]=1.[NH:17]1[CH:21]=[CH:20][CH:19]=[N:18]1.C(=O)([O-])[O-].[Cs+].[Cs+].O. Given the product [O:1]1[CH:5]=[CH:4][CH:3]=[C:2]1[C:6]1[N:11]=[C:10]([N:17]2[CH:21]=[CH:20][CH:19]=[N:18]2)[N:9]=[C:8]([NH2:16])[CH:7]=1, predict the reactants needed to synthesize it.